Dataset: Forward reaction prediction with 1.9M reactions from USPTO patents (1976-2016). Task: Predict the product of the given reaction. (1) Given the reactants C(OC(=O)[NH:7][C:8]1[CH:13]=[CH:12][CH:11]=[C:10]([C:14]2[S:18](=[O:20])(=[O:19])[N:17]([C:21]([CH3:24])([CH3:23])[CH3:22])[C:16](=[O:25])[CH:15]=2)[CH:9]=1)(C)(C)C.Cl.O1CCOCC1, predict the reaction product. The product is: [NH2:7][C:8]1[CH:9]=[C:10]([C:14]2[S:18](=[O:20])(=[O:19])[N:17]([C:21]([CH3:23])([CH3:22])[CH3:24])[C:16](=[O:25])[CH:15]=2)[CH:11]=[CH:12][CH:13]=1. (2) Given the reactants Br[C:2]1[CH:7]=[CH:6][C:5]([C:8]2[NH:12][C:11]([C@@H:13]3[CH2:21][C:16]4([O:20][CH2:19][CH2:18][O:17]4)[CH2:15][N:14]3[C:22](=[O:32])[C@@H:23]([NH:27][C:28](=[O:31])[O:29][CH3:30])[CH:24]([CH3:26])[CH3:25])=[N:10][CH:9]=2)=[CH:4][CH:3]=1.B1(B2OC(C)(C)C(C)(C)O2)OC(C)(C)C(C)(C)O1.C([O-])(=O)C.[K+].Br[C:57]1[CH:58]=[C:59]2[C:64](=[CH:65][CH:66]=1)[CH:63]=[C:62]([C:67]1[NH:71][C:70]([C@@H:72]3[CH2:78][C:75]4([CH2:77][CH2:76]4)[CH2:74][N:73]3[C:79](=[O:89])[C@@H:80]([NH:84][C:85](=[O:88])[O:86][CH3:87])[CH:81]([CH3:83])[CH3:82])=[N:69][CH:68]=1)[CH:61]=[CH:60]2.C([O-])([O-])=O.[K+].[K+], predict the reaction product. The product is: [CH3:87][O:86][C:85](=[O:88])[NH:84][C@@H:80]([CH:81]([CH3:82])[CH3:83])[C:79]([N:73]1[C@H:72]([C:70]2[NH:71][C:67]([C:62]3[CH:61]=[CH:60][C:59]4[C:64](=[CH:65][CH:66]=[C:57]([C:2]5[CH:7]=[CH:6][C:5]([C:8]6[NH:12][C:11]([C@@H:13]7[CH2:21][C:16]8([O:17][CH2:18][CH2:19][O:20]8)[CH2:15][N:14]7[C:22](=[O:32])[C@@H:23]([NH:27][C:28]([O:29][CH3:30])=[O:31])[CH:24]([CH3:26])[CH3:25])=[N:10][CH:9]=6)=[CH:4][CH:3]=5)[CH:58]=4)[CH:63]=3)=[CH:68][N:69]=2)[CH2:78][C:75]2([CH2:76][CH2:77]2)[CH2:74]1)=[O:89]. (3) Given the reactants Br[C:2]1[CH:3]=[C:4]([O:8][CH3:9])[CH:5]=[N:6][CH:7]=1.[CH3:10][CH:11]([OH:15])[CH2:12][CH:13]=[CH2:14].C(N(CC)CC)C.C(#N)C, predict the reaction product. The product is: [CH3:9][O:8][C:4]1[CH:3]=[C:2](/[CH:14]=[CH:13]/[CH2:12][CH:11]([OH:15])[CH3:10])[CH:7]=[N:6][CH:5]=1. (4) The product is: [CH2:22]([O:24][C:25]([C:27]1([NH:32][C:33]([CH:35]2[CH2:39][CH:38]([O:40][C:41]3[C:50]4[C:45](=[CH:46][CH:47]=[CH:48][CH:49]=4)[CH:44]=[CH:43][N:42]=3)[CH2:37][N:36]2[C:10](=[O:12])[CH:9]([NH:8][C:6]([O:5][C:1]([CH3:2])([CH3:3])[CH3:4])=[O:7])[CH2:13][CH2:14][CH2:15][CH2:16][CH2:17][CH:18]=[CH2:19])=[O:34])[CH2:29][CH:28]1[CH:30]=[CH2:31])=[O:26])[CH3:23]. Given the reactants [C:1]([O:5][C:6]([NH:8][C@@H:9]([CH2:13][CH2:14][CH2:15][CH2:16][CH2:17][CH:18]=[CH2:19])[C:10]([OH:12])=O)=[O:7])([CH3:4])([CH3:3])[CH3:2].Cl.Cl.[CH2:22]([O:24][C:25]([C:27]1([NH:32][C:33]([CH:35]2[CH2:39][CH:38]([O:40][C:41]3[C:50]4[C:45](=[CH:46][CH:47]=[CH:48][CH:49]=4)[CH:44]=[CH:43][N:42]=3)[CH2:37][NH:36]2)=[O:34])[CH2:29][CH:28]1[CH:30]=[CH2:31])=[O:26])[CH3:23].CN1CCOCC1.CN(C(ON1N=NC2C=CC=NC1=2)=[N+](C)C)C.F[P-](F)(F)(F)(F)F, predict the reaction product. (5) The product is: [CH2:1]([N:8]([CH2:9][C@@H:10]([C:12]1[CH:13]=[CH:14][C:15]([O:21][CH2:22][C:23]2[CH:24]=[CH:25][CH:26]=[CH:27][CH:28]=2)=[C:16]([NH:18][CH:19]=[O:20])[CH:17]=1)[OH:11])[CH2:29][CH2:30][CH2:31][CH2:32][CH2:33][CH2:34][O:35][CH2:36][CH2:37][C:38]#[C:39][C:41]1[CH:42]=[C:43]([S:47]([NH2:50])(=[O:49])=[O:48])[CH:44]=[CH:45][CH:46]=1)[C:2]1[CH:7]=[CH:6][CH:5]=[CH:4][CH:3]=1. Given the reactants [CH2:1]([N:8]([CH2:29][CH2:30][CH2:31][CH2:32][CH2:33][CH2:34][O:35][CH2:36][CH2:37][C:38]#[CH:39])[CH2:9][C@@H:10]([C:12]1[CH:13]=[CH:14][C:15]([O:21][CH2:22][C:23]2[CH:28]=[CH:27][CH:26]=[CH:25][CH:24]=2)=[C:16]([NH:18][CH:19]=[O:20])[CH:17]=1)[OH:11])[C:2]1[CH:7]=[CH:6][CH:5]=[CH:4][CH:3]=1.I[C:41]1[CH:42]=[C:43]([S:47]([NH2:50])(=[O:49])=[O:48])[CH:44]=[CH:45][CH:46]=1, predict the reaction product.